Dataset: TCR-epitope binding with 47,182 pairs between 192 epitopes and 23,139 TCRs. Task: Binary Classification. Given a T-cell receptor sequence (or CDR3 region) and an epitope sequence, predict whether binding occurs between them. (1) The epitope is KRWIIMGLNK. The TCR CDR3 sequence is CAWSPGPVNEQFF. Result: 0 (the TCR does not bind to the epitope). (2) The epitope is YIFFASFYY. The TCR CDR3 sequence is CASSYGQGGYNEQFF. Result: 0 (the TCR does not bind to the epitope). (3) The epitope is IIKDYGKQM. The TCR CDR3 sequence is CASSRENAQETQYF. Result: 0 (the TCR does not bind to the epitope).